This data is from Peptide-MHC class II binding affinity with 134,281 pairs from IEDB. The task is: Regression. Given a peptide amino acid sequence and an MHC pseudo amino acid sequence, predict their binding affinity value. This is MHC class II binding data. (1) The peptide sequence is MEYLGHNAAGQWLEF. The MHC is HLA-DQA10303-DQB10402 with pseudo-sequence HLA-DQA10303-DQB10402. The binding affinity (normalized) is 0.341. (2) The peptide sequence is VQKGSDPKKLV. The MHC is DRB1_0301 with pseudo-sequence DRB1_0301. The binding affinity (normalized) is 0.0848. (3) The peptide sequence is TPTSLLISWGHYPLH. The MHC is HLA-DPA10201-DPB10101 with pseudo-sequence HLA-DPA10201-DPB10101. The binding affinity (normalized) is 0.272. (4) The peptide sequence is MNIKLQMPLYVAGYK. The MHC is DRB1_0404 with pseudo-sequence DRB1_0404. The binding affinity (normalized) is 0.758. (5) The peptide sequence is FVVTGRVYCDPCRAG. The MHC is DRB3_0101 with pseudo-sequence DRB3_0101. The binding affinity (normalized) is 0.182. (6) The peptide sequence is PNYNLIIMDEAHFTD. The MHC is DRB1_1501 with pseudo-sequence DRB1_1501. The binding affinity (normalized) is 0.336.